Dataset: Catalyst prediction with 721,799 reactions and 888 catalyst types from USPTO. Task: Predict which catalyst facilitates the given reaction. Reactant: [CH2:1]([N:8]1[CH2:12][CH2:11][N:10]([C@@H:13]([C:55]([CH3:58])([CH3:57])[CH3:56])[C:14]([NH:16][C@@H:17]([CH2:48][C:49]2[CH:54]=[CH:53][CH:52]=[CH:51][CH:50]=2)[C@@H:18]([OH:47])[CH2:19][C@@H:20]([NH:36]C(=O)OCC2C=CC=CC=2)[CH2:21][C:22]2[CH:27]=[CH:26][C:25]([C:28]3[CH:33]=[CH:32][CH:31]=[C:30]([O:34][CH3:35])[N:29]=3)=[CH:24][CH:23]=2)=[O:15])[C:9]1=[O:59])[C:2]1[CH:7]=[CH:6][CH:5]=[CH:4][CH:3]=1.Cl. Product: [NH2:36][C@@H:20]([CH2:21][C:22]1[CH:23]=[CH:24][C:25]([C:28]2[CH:33]=[CH:32][CH:31]=[C:30]([O:34][CH3:35])[N:29]=2)=[CH:26][CH:27]=1)[CH2:19][C@H:18]([OH:47])[C@@H:17]([NH:16][C:14](=[O:15])[C@@H:13]([N:10]1[CH2:11][CH2:12][N:8]([CH2:1][C:2]2[CH:7]=[CH:6][CH:5]=[CH:4][CH:3]=2)[C:9]1=[O:59])[C:55]([CH3:58])([CH3:57])[CH3:56])[CH2:48][C:49]1[CH:54]=[CH:53][CH:52]=[CH:51][CH:50]=1. The catalyst class is: 19.